Dataset: Catalyst prediction with 721,799 reactions and 888 catalyst types from USPTO. Task: Predict which catalyst facilitates the given reaction. (1) Reactant: [OH-].[Na+].Cl.[C:4](=[NH:9])(OCC)[CH3:5].[C:10]([CH2:12][C:13]([NH:15][NH2:16])=O)#[N:11]. Product: [C:10]([CH2:12][C:13]1[NH:15][N:16]=[C:4]([CH3:5])[N:9]=1)#[N:11]. The catalyst class is: 5. (2) Reactant: [Cl:1][C:2]1[N:3]=[CH:4][N:5]([C:16]2[CH:21]=[CH:20][C:19]([S:22]([NH2:25])(=[O:24])=[O:23])=[CH:18][CH:17]=2)[C:6]=1[C:7]1[CH:12]=[CH:11][C:10]([O:13][CH2:14][CH3:15])=[CH:9][CH:8]=1.[OH-].[Na+:27]. Product: [Na+:27].[Cl:1][C:2]1[N:3]=[CH:4][N:5]([C:16]2[CH:21]=[CH:20][C:19]([S:22]([NH-:25])(=[O:24])=[O:23])=[CH:18][CH:17]=2)[C:6]=1[C:7]1[CH:8]=[CH:9][C:10]([O:13][CH2:14][CH3:15])=[CH:11][CH:12]=1. The catalyst class is: 14. (3) Reactant: [C:1]([C:3]1[CH:4]=[C:5]([OH:9])[CH:6]=[CH:7][CH:8]=1)#[N:2].CS(O[CH:15]1[CH2:18][N:17]([C:19]([O:21][C:22]([CH3:25])([CH3:24])[CH3:23])=[O:20])[CH2:16]1)(=O)=O.C([O-])([O-])=O.[Cs+].[Cs+]. Product: [C:1]([C:3]1[CH:4]=[C:5]([CH:6]=[CH:7][CH:8]=1)[O:9][CH:15]1[CH2:16][N:17]([C:19]([O:21][C:22]([CH3:25])([CH3:24])[CH3:23])=[O:20])[CH2:18]1)#[N:2]. The catalyst class is: 163. (4) Reactant: C[O:2][C:3]([C:5]1[CH:13]=[C:12]2[C:8]([C:9]([S:23][C:24]3[CH:29]=[CH:28][CH:27]=[CH:26][C:25]=3[N+:30]([O-:32])=[O:31])=[CH:10][N:11]2[CH2:14][C:15]2[CH:20]=[C:19]([F:21])[CH:18]=[C:17]([F:22])[CH:16]=2)=[CH:7][CH:6]=1)=[O:4].O[Li].O.Cl. Product: [F:22][C:17]1[CH:16]=[C:15]([CH:20]=[C:19]([F:21])[CH:18]=1)[CH2:14][N:11]1[C:12]2[C:8](=[CH:7][CH:6]=[C:5]([C:3]([OH:4])=[O:2])[CH:13]=2)[C:9]([S:23][C:24]2[CH:29]=[CH:28][CH:27]=[CH:26][C:25]=2[N+:30]([O-:32])=[O:31])=[CH:10]1. The catalyst class is: 38. (5) Reactant: [CH2:1]([O:8][C:9](=[O:24])[NH:10][CH2:11][CH2:12][CH2:13][N:14]1[C:18]2[N:19]=[C:20](Cl)[N:21]=[CH:22][C:17]=2[CH:16]=[CH:15]1)[C:2]1[CH:7]=[CH:6][CH:5]=[CH:4][CH:3]=1.[N:25]1([C:31]2[N:36]=[CH:35][C:34]([NH2:37])=[CH:33][CH:32]=2)[CH2:30][CH2:29][O:28][CH2:27][CH2:26]1.C1(P(C2C=CC=CC=2)C2C=CC3C(=CC=CC=3)C=2C2C3C(=CC=CC=3)C=CC=2P(C2C=CC=CC=2)C2C=CC=CC=2)C=CC=CC=1.C(=O)([O-])[O-].[Cs+].[Cs+]. Product: [CH2:1]([O:8][C:9](=[O:24])[NH:10][CH2:11][CH2:12][CH2:13][N:14]1[C:18]2[N:19]=[C:20]([NH:37][C:34]3[CH:35]=[N:36][C:31]([N:25]4[CH2:26][CH2:27][O:28][CH2:29][CH2:30]4)=[CH:32][CH:33]=3)[N:21]=[CH:22][C:17]=2[CH:16]=[CH:15]1)[C:2]1[CH:7]=[CH:6][CH:5]=[CH:4][CH:3]=1. The catalyst class is: 584. (6) Reactant: [F:1][C:2]([F:25])([F:24])[C:3]([C:5]1[CH:10]=[CH:9][C:8]([N:11]2[CH2:16][CH2:15][N:14](C(OC(C)(C)C)=O)[CH2:13][CH2:12]2)=[CH:7][CH:6]=1)=[O:4]. Product: [F:25][C:2]([F:1])([F:24])[C:3]([C:5]1[CH:6]=[CH:7][C:8]([N:11]2[CH2:12][CH2:13][NH:14][CH2:15][CH2:16]2)=[CH:9][CH:10]=1)=[O:4]. The catalyst class is: 55. (7) Reactant: [O:1]=[C:2]1[NH:7][C:6]2[CH:8]=[C:9]([C:11]3[CH:16]=[CH:15][CH:14]=[CH:13][CH:12]=3)[S:10][C:5]=2[C:4](=[O:17])[N:3]1[CH:18]1[CH2:23][CH2:22][N:21]([C:24]([O:26][C:27]([CH3:30])([CH3:29])[CH3:28])=[O:25])[CH2:20][CH2:19]1.Cl[CH2:32][C:33]1[O:37][N:36]=[C:35]([CH2:38][S:39][CH3:40])[N:34]=1.C(=O)([O-])[O-].[K+].[K+]. Product: [CH3:40][S:39][CH2:38][C:35]1[N:34]=[C:33]([CH2:32][N:7]2[C:6]3[CH:8]=[C:9]([C:11]4[CH:16]=[CH:15][CH:14]=[CH:13][CH:12]=4)[S:10][C:5]=3[C:4](=[O:17])[N:3]([CH:18]3[CH2:23][CH2:22][N:21]([C:24]([O:26][C:27]([CH3:30])([CH3:29])[CH3:28])=[O:25])[CH2:20][CH2:19]3)[C:2]2=[O:1])[O:37][N:36]=1. The catalyst class is: 3.